This data is from NCI-60 drug combinations with 297,098 pairs across 59 cell lines. The task is: Regression. Given two drug SMILES strings and cell line genomic features, predict the synergy score measuring deviation from expected non-interaction effect. (1) Drug 1: CN(C)C1=NC(=NC(=N1)N(C)C)N(C)C. Drug 2: CCC1(CC2CC(C3=C(CCN(C2)C1)C4=CC=CC=C4N3)(C5=C(C=C6C(=C5)C78CCN9C7C(C=CC9)(C(C(C8N6C)(C(=O)OC)O)OC(=O)C)CC)OC)C(=O)OC)O.OS(=O)(=O)O. Cell line: SR. Synergy scores: CSS=77.5, Synergy_ZIP=17.1, Synergy_Bliss=17.7, Synergy_Loewe=-7.61, Synergy_HSA=20.3. (2) Drug 1: C1=CN(C(=O)N=C1N)C2C(C(C(O2)CO)O)O.Cl. Drug 2: CC1=C(C(=O)C2=C(C1=O)N3CC4C(C3(C2COC(=O)N)OC)N4)N. Cell line: OVCAR-5. Synergy scores: CSS=43.4, Synergy_ZIP=-6.18, Synergy_Bliss=-3.78, Synergy_Loewe=1.57, Synergy_HSA=3.52. (3) Drug 1: CC1=C(C=C(C=C1)NC(=O)C2=CC=C(C=C2)CN3CCN(CC3)C)NC4=NC=CC(=N4)C5=CN=CC=C5. Synergy scores: CSS=7.88, Synergy_ZIP=-0.301, Synergy_Bliss=1.84, Synergy_Loewe=1.56, Synergy_HSA=1.81. Drug 2: CCN(CC)CCNC(=O)C1=C(NC(=C1C)C=C2C3=C(C=CC(=C3)F)NC2=O)C. Cell line: NCIH23. (4) Drug 1: CC1=C(C=C(C=C1)C(=O)NC2=CC(=CC(=C2)C(F)(F)F)N3C=C(N=C3)C)NC4=NC=CC(=N4)C5=CN=CC=C5. Drug 2: C1=NC(=NC(=O)N1C2C(C(C(O2)CO)O)O)N. Cell line: SF-539. Synergy scores: CSS=2.29, Synergy_ZIP=-6.31, Synergy_Bliss=-12.5, Synergy_Loewe=-16.3, Synergy_HSA=-13.1. (5) Drug 1: CC(C1=C(C=CC(=C1Cl)F)Cl)OC2=C(N=CC(=C2)C3=CN(N=C3)C4CCNCC4)N. Drug 2: CCCS(=O)(=O)NC1=C(C(=C(C=C1)F)C(=O)C2=CNC3=C2C=C(C=N3)C4=CC=C(C=C4)Cl)F. Cell line: LOX IMVI. Synergy scores: CSS=35.5, Synergy_ZIP=-0.299, Synergy_Bliss=5.64, Synergy_Loewe=8.06, Synergy_HSA=8.77.